From a dataset of Catalyst prediction with 721,799 reactions and 888 catalyst types from USPTO. Predict which catalyst facilitates the given reaction. (1) Reactant: [N:1]1[CH:6]=[CH:5][CH:4]=[C:3]([NH:7][C:8](=[O:15])OCC(Cl)(Cl)Cl)[N:2]=1.[F:16][C:17]1[CH:22]=[CH:21][CH:20]=[CH:19][C:18]=1[C:23]1[N:24]=[C:25]([N:28]2[CH2:33][CH2:32][NH:31][CH2:30][CH2:29]2)[S:26][CH:27]=1.C(N(C(C)C)CC)(C)C.O. Product: [F:16][C:17]1[CH:22]=[CH:21][CH:20]=[CH:19][C:18]=1[C:23]1[N:24]=[C:25]([N:28]2[CH2:29][CH2:30][N:31]([C:8]([NH:7][C:3]3[N:2]=[N:1][CH:6]=[CH:5][CH:4]=3)=[O:15])[CH2:32][CH2:33]2)[S:26][CH:27]=1. The catalyst class is: 16. (2) Reactant: [NH2:1][C:2]1[N:7]=[C:6](Cl)[C:5]([C:9]#[N:10])=[C:4]([C:11]2[CH:12]=[N:13][CH:14]=[C:15]([O:17][CH3:18])[CH:16]=2)[N:3]=1.[SH:19][CH2:20][C:21]([NH2:23])=[O:22].C(N(C(C)C)CC)(C)C.C[O-].[Na+]. Product: [NH2:1][C:2]1[N:3]=[C:4]([C:11]2[CH:12]=[N:13][CH:14]=[C:15]([O:17][CH3:18])[CH:16]=2)[C:5]2[C:9]([NH2:10])=[C:20]([C:21]([NH2:23])=[O:22])[S:19][C:6]=2[N:7]=1. The catalyst class is: 40. (3) Reactant: [Br:1][C:2]1[CH:11]=[CH:10][C:5]([C:6]([O:8][CH3:9])=[O:7])=[CH:4][C:3]=1[CH:12]([OH:14])[CH3:13]. Product: [C:12]([C:3]1[CH:4]=[C:5]([CH:10]=[CH:11][C:2]=1[Br:1])[C:6]([O:8][CH3:9])=[O:7])(=[O:14])[CH3:13]. The catalyst class is: 2. (4) Reactant: [H-].[H-].[H-].[H-].[Li+].[Al+3].[Cl:7][C:8]1[CH:9]=[C:10]2[C:14](=[CH:15][CH:16]=1)[N:13]([N:17]=O)[CH2:12][CH2:11]2.O.[OH-].[Na+]. Product: [Cl:7][C:8]1[CH:9]=[C:10]2[C:14](=[CH:15][CH:16]=1)[N:13]([NH2:17])[CH2:12][CH2:11]2. The catalyst class is: 332. (5) Reactant: [F:1][C:2]([F:7])([F:6])[C:3]([NH2:5])=[O:4].CC(C)([O-])C.[Na+].BrN1C(C)(C)C(=O)N(Br)C1=O.[F:25][C:26]1[C:27]([C:43]2[C:51]3[O:50][CH:49]=[CH:48][C:47]=3[C:46]([F:52])=[CH:45][CH:44]=2)=[CH:28][C:29]([NH:32][C:33]2[CH:38]=[C:37]([CH2:39][S:40][CH3:41])[CH:36]=[C:35]([F:42])[N:34]=2)=[N:30][CH:31]=1.S([O-])([O-])=O.[Na+].[Na+]. Product: [F:1][C:2]([F:7])([F:6])[C:3]([N:5]=[S:40]([CH2:39][C:37]1[CH:38]=[C:33]([NH:32][C:29]2[CH:28]=[C:27]([C:43]3[C:51]4[O:50][CH:49]=[CH:48][C:47]=4[C:46]([F:52])=[CH:45][CH:44]=3)[C:26]([F:25])=[CH:31][N:30]=2)[N:34]=[C:35]([F:42])[CH:36]=1)[CH3:41])=[O:4]. The catalyst class is: 155. (6) Reactant: [F:1][C:2]1[CH:7]=[CH:6][C:5]([CH:8]2[CH2:13][C:12](=O)[N:11]([C:15]3[C:16]([CH3:35])=[C:17]([CH3:34])[C:18]4[O:22][C:21]([CH3:24])([CH3:23])[C@H:20]([C:25]5[CH:30]=[CH:29][C:28]([CH3:31])=[CH:27][CH:26]=5)[C:19]=4[C:32]=3[CH3:33])[C:10](=O)[CH2:9]2)=[CH:4][CH:3]=1. Product: [F:1][C:2]1[CH:7]=[CH:6][C:5]([CH:8]2[CH2:9][CH2:10][N:11]([C:15]3[C:16]([CH3:35])=[C:17]([CH3:34])[C:18]4[O:22][C:21]([CH3:24])([CH3:23])[C@H:20]([C:25]5[CH:26]=[CH:27][C:28]([CH3:31])=[CH:29][CH:30]=5)[C:19]=4[C:32]=3[CH3:33])[CH2:12][CH2:13]2)=[CH:4][CH:3]=1. The catalyst class is: 81. (7) Reactant: [NH2:1][C:2]1[CH:3]=[CH:4][C:5]([O:12][CH:13]([C:20]2[CH:25]=[CH:24][CH:23]=[CH:22][C:21]=2[Cl:26])[C:14]2[CH:19]=[CH:18][CH:17]=[CH:16][CH:15]=2)=[C:6]([CH:11]=1)[C:7]([O:9][CH3:10])=[O:8].[CH3:27][O:28][C:29]1[CH:30]=[C:31]([N:37]=[C:38]=[O:39])[CH:32]=[CH:33][C:34]=1[O:35][CH3:36]. Product: [CH3:27][O:28][C:29]1[CH:30]=[C:31]([NH:37][C:38]([NH:1][C:2]2[CH:3]=[CH:4][C:5]([O:12][CH:13]([C:20]3[CH:25]=[CH:24][CH:23]=[CH:22][C:21]=3[Cl:26])[C:14]3[CH:19]=[CH:18][CH:17]=[CH:16][CH:15]=3)=[C:6]([CH:11]=2)[C:7]([O:9][CH3:10])=[O:8])=[O:39])[CH:32]=[CH:33][C:34]=1[O:35][CH3:36]. The catalyst class is: 1.